Dataset: Full USPTO retrosynthesis dataset with 1.9M reactions from patents (1976-2016). Task: Predict the reactants needed to synthesize the given product. Given the product [Cl:1][C:2]1[S:6][C:5]([C:7]2[N:8]=[C:9]([CH3:26])[C:10]3[CH:15]=[CH:14][N:13]([C:16]4[CH:17]=[CH:18][C:19]([C:20]([OH:22])=[O:21])=[CH:24][CH:25]=4)[C:11]=3[N:12]=2)=[CH:4][CH:3]=1, predict the reactants needed to synthesize it. The reactants are: [Cl:1][C:2]1[S:6][C:5]([C:7]2[N:8]=[C:9]([CH3:26])[C:10]3[CH:15]=[CH:14][N:13]([C:16]4[CH:25]=[CH:24][C:19]([C:20]([O:22]C)=[O:21])=[CH:18][CH:17]=4)[C:11]=3[N:12]=2)=[CH:4][CH:3]=1.[OH-].[Na+].Cl.